Dataset: Full USPTO retrosynthesis dataset with 1.9M reactions from patents (1976-2016). Task: Predict the reactants needed to synthesize the given product. (1) Given the product [F:28][C:2]([F:27])([F:1])[S:3]([C:4]1[CH:5]=[C:6]([NH:10][C:11]([C:13]2[CH:18]=[CH:17][CH:16]=[CH:15][C:14]=2[NH:19][C:20](=[O:26])[O:21][C:22]([CH3:25])([CH3:23])[CH3:24])=[O:12])[CH:7]=[CH:8][CH:9]=1)(=[O:36])=[O:41], predict the reactants needed to synthesize it. The reactants are: [F:1][C:2]([F:28])([F:27])[S:3][C:4]1[CH:5]=[C:6]([NH:10][C:11]([C:13]2[CH:18]=[CH:17][CH:16]=[CH:15][C:14]=2[NH:19][C:20](=[O:26])[O:21][C:22]([CH3:25])([CH3:24])[CH3:23])=[O:12])[CH:7]=[CH:8][CH:9]=1.C(Cl)Cl.C(#N)C.I([O-])(=O)(=O)=[O:36].[Na+].[OH2:41]. (2) The reactants are: [CH3:1][C:2]1([CH3:28])[C:6]([CH3:8])([CH3:7])[O:5][B:4]([C:9]2[CH:18]=[CH:17][C:16]3[C:11](=[CH:12][CH:13]=[C:14](B4OC(C)(C)C(C)(C)O4)[CH:15]=3)[CH:10]=2)[O:3]1.[N:29]1(C([O-])=O)CCC[CH2:30]1.BrC1C=[C:40]2[N:46]([CH2:47][O:48][CH2:49][CH2:50][Si:51]([CH3:54])([CH3:53])[CH3:52])[C:45]([C@@H:55]3[CH2:59][CH2:58][CH2:57][N:56]3[C:60]([O:62][C:63]([CH3:66])([CH3:65])[CH3:64])=[O:61])=[N:44][C:41]2=NC=1.C(=O)([O-])[O-].[Cs+].[Cs+].[CH:73]1(P(C2CCCCC2)C2C=CC=CC=2C2C(OC)=CC=CC=2OC)CCCC[CH2:74]1. Given the product [CH3:1][C:2]1([CH3:28])[C:6]([CH3:7])([CH3:8])[O:5][B:4]([C:9]2[CH:10]=[C:11]3[C:16](=[CH:17][CH:18]=2)[CH:15]=[C:14]([C:13]2[CH:12]=[C:41]4[N:44]=[C:45]([C@@H:55]5[CH2:59][CH2:58][CH2:57][N:56]5[C:60]([O:62][C:63]([CH3:65])([CH3:66])[CH3:64])=[O:61])[N:46]([CH2:47][O:48][CH2:49][CH2:50][Si:51]([CH3:52])([CH3:54])[CH3:53])[C:40]4=[N:29][CH:30]=2)[CH:74]=[CH:73]3)[O:3]1, predict the reactants needed to synthesize it. (3) Given the product [F:12][C:13]1[CH:20]=[CH:19][C:16]([CH2:17][NH2:18])=[CH:15][CH:14]=1.[F:38][C:35]1[CH:36]=[CH:37][C:32]([CH2:31][NH:30][C:26]2[C:25]3[N:24]([N:23]=[C:22]([NH:50][C:49]4[CH:51]=[CH:52][CH:53]=[C:47]([N:44]5[CH2:43][CH2:42][N:41]([CH3:40])[CH2:46][CH2:45]5)[CH:48]=4)[N:39]=3)[CH:29]=[CH:28][CH:27]=2)=[CH:33][CH:34]=1, predict the reactants needed to synthesize it. The reactants are: BrC1C2N(N=C(Cl)N=2)C=CC=1.[F:12][C:13]1[CH:20]=[CH:19][C:16]([CH2:17][NH2:18])=[CH:15][CH:14]=1.Cl[C:22]1[N:39]=[C:25]2[C:26]([NH:30][CH2:31][C:32]3[CH:37]=[CH:36][C:35]([F:38])=[CH:34][CH:33]=3)=[CH:27][CH:28]=[CH:29][N:24]2[N:23]=1.[CH3:40][N:41]1[CH2:46][CH2:45][N:44]([C:47]2[CH:48]=[C:49]([CH:51]=[CH:52][CH:53]=2)[NH2:50])[CH2:43][CH2:42]1. (4) Given the product [F:19][C:20]1[CH:25]=[C:24]([F:26])[CH:23]=[CH:22][C:21]=1[C:27]1[CH:32]=[C:31]([C:33]2[CH:34]=[N:35][C:36]([F:39])=[CH:37][CH:38]=2)[CH:30]=[C:29]([NH:40][C:16]([C:12]2[NH:13][C:14]3[C:10]([CH:11]=2)=[CH:9][CH:8]=[C:7]([NH:6][S:3]([CH3:2])(=[O:4])=[O:5])[CH:15]=3)=[O:18])[CH:28]=1, predict the reactants needed to synthesize it. The reactants are: Cl.[CH3:2][S:3]([NH:6][C:7]1[CH:15]=[C:14]2[C:10]([CH:11]=[C:12]([C:16]([OH:18])=O)[NH:13]2)=[CH:9][CH:8]=1)(=[O:5])=[O:4].[F:19][C:20]1[CH:25]=[C:24]([F:26])[CH:23]=[CH:22][C:21]=1[C:27]1[CH:32]=[C:31]([C:33]2[CH:34]=[N:35][C:36]([F:39])=[CH:37][CH:38]=2)[CH:30]=[C:29]([NH2:40])[CH:28]=1.CN(C(ON1N=NC2C=CC=NC1=2)=[N+](C)C)C.F[P-](F)(F)(F)(F)F.CCN(C(C)C)C(C)C. (5) Given the product [CH3:10][C@:6]12[C:2]([CH3:11])([CH3:1])[C@H:3]([CH2:4][CH2:5]1)[C:9]1([CH2:17][CH2:16][CH2:15]1)[C:7]2=[O:8], predict the reactants needed to synthesize it. The reactants are: [CH3:1][C:2]1([CH3:11])[C:6]2([CH3:10])[C:7]([CH2:9][CH:3]1[CH2:4][CH2:5]2)=[O:8].[NH2-].[Na+].Br[CH2:15][CH2:16][CH2:17]Br. (6) Given the product [F:1][C:2]1[CH:3]=[C:4]([NH:16][C:17]([N:19]2[CH2:23][CH2:22][N:21]([C:24]3[CH:29]=[CH:28][CH:27]=[CH:26][CH:25]=3)[C:20]2=[O:30])=[O:18])[CH:5]=[CH:6][C:7]=1[O:8][C:9]1[CH:14]=[CH:13][N:12]=[CH:11][C:10]=1[C:46]#[C:45][CH2:38][C:39]1[CH:44]=[CH:43][CH:42]=[CH:41][CH:40]=1, predict the reactants needed to synthesize it. The reactants are: [F:1][C:2]1[CH:3]=[C:4]([NH:16][C:17]([N:19]2[CH2:23][CH2:22][N:21]([C:24]3[CH:29]=[CH:28][CH:27]=[CH:26][CH:25]=3)[C:20]2=[O:30])=[O:18])[CH:5]=[CH:6][C:7]=1[O:8][C:9]1[CH:14]=[CH:13][N:12]=[CH:11][C:10]=1I.C(N(CC)CC)C.[CH2:38]([C:45]#[CH:46])[C:39]1[CH:44]=[CH:43][CH:42]=[CH:41][CH:40]=1. (7) The reactants are: CN(C)[C:3]1[CH:8]=[CH:7][C:6]([S:9]([N:12]2[CH:16]=[CH:15][C:14](/[CH:17]=[CH:18]/[C:19]([OH:21])=O)=[CH:13]2)(=[O:11])=[O:10])=[CH:5][CH:4]=1.[CH:23]1[CH:24]=[CH:25][C:26]2N(O)N=N[C:27]=2[CH:28]=1.CCN=C=NCCCN(C)C.Cl.[O:45]1[CH2:50][CH2:49][CH2:48][CH2:47][CH:46]1[O:51][NH2:52]. Given the product [C:3]1([C:28]2[CH:23]=[CH:24][CH:25]=[CH:26][CH:27]=2)[CH:4]=[CH:5][C:6]([S:9]([N:12]2[CH:16]=[CH:15][C:14](/[CH:17]=[CH:18]/[C:19]([NH:52][O:51][CH:46]3[CH2:47][CH2:48][CH2:49][CH2:50][O:45]3)=[O:21])=[CH:13]2)(=[O:10])=[O:11])=[CH:7][CH:8]=1, predict the reactants needed to synthesize it. (8) The reactants are: [CH3:1][O:2][C:3]1[CH:30]=[C:29]2[C:6]([CH2:7][C:8]3[C:12]([C:13]4[CH:14]=[CH:15][C:16]([C:19]#[N:20])=[N:17][CH:18]=4)=[N:11][N:10]([CH2:21][O:22][CH2:23][CH2:24][Si:25]([CH3:28])([CH3:27])[CH3:26])[C:9]=32)=[CH:5][C:4]=1[O:31]COCC[Si](C)(C)C.Cl. Given the product [OH:31][C:4]1[CH:5]=[C:6]2[C:29](=[CH:30][C:3]=1[O:2][CH3:1])[C:9]1[N:10]([CH2:21][O:22][CH2:23][CH2:24][Si:25]([CH3:27])([CH3:28])[CH3:26])[N:11]=[C:12]([C:13]3[CH:14]=[CH:15][C:16]([C:19]#[N:20])=[N:17][CH:18]=3)[C:8]=1[CH2:7]2, predict the reactants needed to synthesize it. (9) Given the product [CH2:37]([N:3]([CH2:1][CH3:2])[CH2:4][CH2:5][N:6]1[C:10]2[CH:11]=[CH:12][C:13]([NH:15][C:16]([NH2:18])=[S:17])=[CH:14][C:9]=2[N:8]=[C:7]1[CH2:27][C:28]1[CH:33]=[CH:32][C:31]([O:34][CH2:35][CH3:36])=[CH:30][CH:29]=1)[CH3:38], predict the reactants needed to synthesize it. The reactants are: [CH2:1]([N:3]([CH2:37][CH3:38])[CH2:4][CH2:5][N:6]1[C:10]2[CH:11]=[CH:12][C:13]([NH:15][C:16]([NH:18]C(=O)C3C=CC=CC=3)=[S:17])=[CH:14][C:9]=2[N:8]=[C:7]1[CH2:27][C:28]1[CH:33]=[CH:32][C:31]([O:34][CH2:35][CH3:36])=[CH:30][CH:29]=1)[CH3:2].[OH-].[Na+].